This data is from NCI-60 drug combinations with 297,098 pairs across 59 cell lines. The task is: Regression. Given two drug SMILES strings and cell line genomic features, predict the synergy score measuring deviation from expected non-interaction effect. (1) Drug 1: CC1=C(C=C(C=C1)NC2=NC=CC(=N2)N(C)C3=CC4=NN(C(=C4C=C3)C)C)S(=O)(=O)N.Cl. Drug 2: C1CC(C1)(C(=O)O)C(=O)O.[NH2-].[NH2-].[Pt+2]. Cell line: CCRF-CEM. Synergy scores: CSS=61.3, Synergy_ZIP=-1.10, Synergy_Bliss=-1.00, Synergy_Loewe=-5.51, Synergy_HSA=-0.505. (2) Drug 1: CC12CCC3C(C1CCC2=O)CC(=C)C4=CC(=O)C=CC34C. Drug 2: C1=NC2=C(N1)C(=S)N=C(N2)N. Cell line: HCT116. Synergy scores: CSS=51.7, Synergy_ZIP=-0.727, Synergy_Bliss=-0.427, Synergy_Loewe=-1.26, Synergy_HSA=1.97. (3) Cell line: HOP-62. Drug 2: C1CC(=O)NC(=O)C1N2C(=O)C3=CC=CC=C3C2=O. Drug 1: C1C(C(OC1N2C=NC3=C(N=C(N=C32)Cl)N)CO)O. Synergy scores: CSS=46.4, Synergy_ZIP=-1.75, Synergy_Bliss=-7.59, Synergy_Loewe=-36.8, Synergy_HSA=-9.03.